The task is: Regression. Given a peptide amino acid sequence and an MHC pseudo amino acid sequence, predict their binding affinity value. This is MHC class II binding data.. This data is from Peptide-MHC class II binding affinity with 134,281 pairs from IEDB. (1) The MHC is HLA-DPA10201-DPB10501 with pseudo-sequence HLA-DPA10201-DPB10501. The peptide sequence is NLADAVSKAPQLVPK. The binding affinity (normalized) is 0.0423. (2) The peptide sequence is SRDLELSWNLNGLQAY. The MHC is HLA-DQA10301-DQB10302 with pseudo-sequence HLA-DQA10301-DQB10302. The binding affinity (normalized) is 0.276. (3) The peptide sequence is DKCPSTGEAHLAEEN. The MHC is DRB1_0404 with pseudo-sequence DRB1_0404. The binding affinity (normalized) is 0.215. (4) The peptide sequence is EPGHLAPTGMFVAGA. The MHC is DRB1_1501 with pseudo-sequence DRB1_1501. The binding affinity (normalized) is 0.396. (5) The peptide sequence is GRKNGSFIIDGKSRK. The MHC is HLA-DQA10201-DQB10303 with pseudo-sequence HLA-DQA10201-DQB10303. The binding affinity (normalized) is 0. (6) The peptide sequence is ALFKAIEAYLLAHPD. The MHC is HLA-DQA10501-DQB10201 with pseudo-sequence HLA-DQA10501-DQB10201. The binding affinity (normalized) is 0.418. (7) The peptide sequence is AAGVAAWSLIALMIP. The MHC is DRB1_0701 with pseudo-sequence DRB1_0701. The binding affinity (normalized) is 0.331. (8) The peptide sequence is VPDHVVWSLFNTL. The MHC is HLA-DQA10401-DQB10402 with pseudo-sequence HLA-DQA10401-DQB10402. The binding affinity (normalized) is 0.253. (9) The peptide sequence is NIRYLVMAIVSDFSS. The MHC is DRB1_1101 with pseudo-sequence DRB1_1101. The binding affinity (normalized) is 0.508. (10) The peptide sequence is FEAKGAKANKAVD. The MHC is H-2-IAb with pseudo-sequence H-2-IAb. The binding affinity (normalized) is 0.856.